This data is from Peptide-MHC class II binding affinity with 134,281 pairs from IEDB. The task is: Regression. Given a peptide amino acid sequence and an MHC pseudo amino acid sequence, predict their binding affinity value. This is MHC class II binding data. (1) The peptide sequence is SGDVLWDIPTPKIIE. The MHC is HLA-DQA10501-DQB10303 with pseudo-sequence HLA-DQA10501-DQB10303. The binding affinity (normalized) is 0.203. (2) The peptide sequence is DDMIAAYTAALVSGT. The MHC is DRB1_1101 with pseudo-sequence DRB1_1101. The binding affinity (normalized) is 0.367. (3) The peptide sequence is RVIRGKKGAGGITIK. The MHC is HLA-DPA10201-DPB11401 with pseudo-sequence HLA-DPA10201-DPB11401. The binding affinity (normalized) is 0.217. (4) The peptide sequence is RDLLLIVTRIVELLGR. The MHC is HLA-DQA10501-DQB10201 with pseudo-sequence HLA-DQA10501-DQB10201. The binding affinity (normalized) is 0.260. (5) The MHC is DRB1_0901 with pseudo-sequence DRB1_0901. The binding affinity (normalized) is 0.486. The peptide sequence is MTEQQWNFAGIEAAA. (6) The peptide sequence is TMAQMNQAFRNIVNM. The MHC is HLA-DPA10201-DPB10501 with pseudo-sequence HLA-DPA10201-DPB10501. The binding affinity (normalized) is 0. (7) The peptide sequence is KENIIDLTKIDRCFQL. The MHC is DRB1_1501 with pseudo-sequence DRB1_1501. The binding affinity (normalized) is 0. (8) The binding affinity (normalized) is 0.979. The MHC is DRB1_0401 with pseudo-sequence DRB1_0401. The peptide sequence is KLKFNSVIVNPSLNG. (9) The peptide sequence is SQDLELSWNLNGLQHY. The MHC is HLA-DQA10101-DQB10501 with pseudo-sequence HLA-DQA10101-DQB10501. The binding affinity (normalized) is 0.914.